From a dataset of Reaction yield outcomes from USPTO patents with 853,638 reactions. Predict the reaction yield, written as a fraction of the theoretical maximum amount of product (1.0 means a 100% yield; for example, 0.34 means a 34% yield). (1) The reactants are [C:1]([C:3]1[CH:19]=[CH:18][C:6]([O:7][C:8]2[CH:9]=[CH:10][C:11]3[B:15]([OH:16])[O:14][CH2:13][C:12]=3[CH:17]=2)=[CH:5][CH:4]=1)#[N:2].[N-:20]=[N+:21]=[N-:22].[Na+].[Cl-].[NH4+].O. The catalyst is CN(C)C=O. The yield is 0.230. The product is [NH:20]1[C:1]([C:3]2[CH:19]=[CH:18][C:6]([O:7][C:8]3[CH:9]=[CH:10][C:11]4[B:15]([OH:16])[O:14][CH2:13][C:12]=4[CH:17]=3)=[CH:5][CH:4]=2)=[N:2][N:22]=[N:21]1. (2) The reactants are [Cl:1][C:2]1[N:7]=[C:6]([C:8]([CH:10]2[CH2:12][CH2:11]2)=[O:9])[CH:5]=[CH:4][N:3]=1.[CH3:13][Mg]Cl. The catalyst is C1COCC1.CCOC(C)=O. The product is [Cl:1][C:2]1[N:7]=[C:6]([C:8]([CH:10]2[CH2:11][CH2:12]2)([OH:9])[CH3:13])[CH:5]=[CH:4][N:3]=1. The yield is 0.600. (3) The reactants are [CH2:1]([C:3]1[C:4]([C:13]2[O:14][CH:15]=[CH:16][CH:17]=2)=[N:5][C:6]([NH2:12])=[N:7][C:8]=1[S:9]([CH3:11])=O)[CH3:2].[N:18]1[CH:23]=[CH:22][CH:21]=[CH:20][C:19]=1[CH2:24]CS.C1CCN2C(=NCCC2)CC1. The catalyst is COCCOC. The product is [CH2:1]([C:3]1[C:4]([C:13]2[O:14][CH:15]=[CH:16][CH:17]=2)=[N:5][C:6]([NH2:12])=[N:7][C:8]=1[S:9][CH2:11][CH2:24][C:19]1[CH:20]=[CH:21][CH:22]=[CH:23][N:18]=1)[CH3:2]. The yield is 0.190. (4) The reactants are [CH3:1][S:2]([C:5]1[CH:6]=[CH:7][C:8]([N:14]2[CH2:19][CH2:18][O:17][CH2:16][CH2:15]2)=[C:9]([CH:13]=1)[C:10]([OH:12])=O)(=[O:4])=[O:3].[F:20][C:21]1[CH:26]=[C:25]([N+:27]([O-:29])=[O:28])[CH:24]=[CH:23][C:22]=1[N:30]1[CH2:35][CH2:34][NH:33][CH2:32][CH2:31]1. No catalyst specified. The product is [F:20][C:21]1[CH:26]=[C:25]([N+:27]([O-:29])=[O:28])[CH:24]=[CH:23][C:22]=1[N:30]1[CH2:35][CH2:34][N:33]([C:10]([C:9]2[CH:13]=[C:5]([S:2]([CH3:1])(=[O:3])=[O:4])[CH:6]=[CH:7][C:8]=2[N:14]2[CH2:19][CH2:18][O:17][CH2:16][CH2:15]2)=[O:12])[CH2:32][CH2:31]1. The yield is 0.750. (5) The reactants are [F:1][C:2]([F:25])([F:24])[C:3]1[CH:4]=[C:5]([NH:13][C:14](=[O:23])[C:15]2[CH:20]=[C:19]([I:21])[CH:18]=[CH:17][C:16]=2[OH:22])[CH:6]=[C:7]([C:9]([F:12])([F:11])[F:10])[CH:8]=1.[CH3:26][O:27][CH2:28]Cl.C(=O)([O-])[O-].[K+].[K+].Cl. The catalyst is CC(C)=O. The product is [F:25][C:2]([F:1])([F:24])[C:3]1[CH:4]=[C:5]([NH:13][C:14](=[O:23])[C:15]2[CH:20]=[C:19]([I:21])[CH:18]=[CH:17][C:16]=2[O:22][CH2:26][O:27][CH3:28])[CH:6]=[C:7]([C:9]([F:10])([F:11])[F:12])[CH:8]=1. The yield is 0.763.